From a dataset of Forward reaction prediction with 1.9M reactions from USPTO patents (1976-2016). Predict the product of the given reaction. Given the reactants [Cl:1][C:2]1[CH:7]=[CH:6][CH:5]=[C:4]([Cl:8])[C:3]=1[C:9]1[C:13]([CH2:14][O:15][C:16]2[CH:21]=[CH:20][C:19]([C:22]3[CH:23]=[C:24]4[C:29](=[CH:30][CH:31]=3)[N:28]=[C:27]([C:32]([O:34]C)=[O:33])[CH:26]=[CH:25]4)=[CH:18][CH:17]=2)=[C:12]([C@H:36]([CH3:39])[CH2:37][CH3:38])[O:11][N:10]=1.O1CCCC1.[OH-].[Na+].Cl, predict the reaction product. The product is: [Cl:8][C:4]1[CH:5]=[CH:6][CH:7]=[C:2]([Cl:1])[C:3]=1[C:9]1[C:13]([CH2:14][O:15][C:16]2[CH:21]=[CH:20][C:19]([C:22]3[CH:23]=[C:24]4[C:29](=[CH:30][CH:31]=3)[N:28]=[C:27]([C:32]([OH:34])=[O:33])[CH:26]=[CH:25]4)=[CH:18][CH:17]=2)=[C:12]([C@H:36]([CH3:39])[CH2:37][CH3:38])[O:11][N:10]=1.